From a dataset of NCI-60 drug combinations with 297,098 pairs across 59 cell lines. Regression. Given two drug SMILES strings and cell line genomic features, predict the synergy score measuring deviation from expected non-interaction effect. (1) Drug 1: C1CCN(CC1)CCOC2=CC=C(C=C2)C(=O)C3=C(SC4=C3C=CC(=C4)O)C5=CC=C(C=C5)O. Drug 2: CCC1(C2=C(COC1=O)C(=O)N3CC4=CC5=C(C=CC(=C5CN(C)C)O)N=C4C3=C2)O.Cl. Cell line: MCF7. Synergy scores: CSS=15.4, Synergy_ZIP=2.48, Synergy_Bliss=11.1, Synergy_Loewe=-1.25, Synergy_HSA=8.96. (2) Drug 1: CN1C2=C(C=C(C=C2)N(CCCl)CCCl)N=C1CCCC(=O)O.Cl. Drug 2: COC1=NC(=NC2=C1N=CN2C3C(C(C(O3)CO)O)O)N. Cell line: SK-MEL-28. Synergy scores: CSS=7.33, Synergy_ZIP=-5.48, Synergy_Bliss=-0.163, Synergy_Loewe=-9.38, Synergy_HSA=-1.56. (3) Drug 1: CN(C)N=NC1=C(NC=N1)C(=O)N. Drug 2: C1C(C(OC1N2C=C(C(=O)NC2=O)F)CO)O. Cell line: SK-OV-3. Synergy scores: CSS=49.7, Synergy_ZIP=10.7, Synergy_Bliss=9.40, Synergy_Loewe=-9.97, Synergy_HSA=10.4.